From a dataset of Full USPTO retrosynthesis dataset with 1.9M reactions from patents (1976-2016). Predict the reactants needed to synthesize the given product. (1) Given the product [N:4]1[CH:5]=[CH:6][CH:7]=[CH:8][C:3]=1[C:1]1[N:2]=[C:14]([C:13]2[CH:18]=[CH:19][CH:20]=[C:11]([Cl:10])[CH:12]=2)[NH:16][N:17]=1, predict the reactants needed to synthesize it. The reactants are: [C:1]([C:3]1[CH:8]=[CH:7][CH:6]=[CH:5][N:4]=1)#[N:2].[Na].[Cl:10][C:11]1[CH:12]=[C:13]([CH:18]=[CH:19][CH:20]=1)[C:14]([NH:16][NH2:17])=O. (2) Given the product [Si:25]([O:1][C@H:2]1[C@H:6]2[O:7][CH2:8][CH:9]([CH2:10][C:11]([O:13][CH2:14][CH3:15])=[O:12])[C@H:5]2[O:4][CH2:3]1)([C:21]([CH3:24])([CH3:23])[CH3:22])([CH3:27])[CH3:26], predict the reactants needed to synthesize it. The reactants are: [OH:1][C@H:2]1[C@H:6]2[O:7][CH2:8][CH:9]([CH2:10][C:11]([O:13][CH2:14][CH3:15])=[O:12])[C@H:5]2[O:4][CH2:3]1.N1C=CN=C1.[C:21]([Si:25](Cl)([CH3:27])[CH3:26])([CH3:24])([CH3:23])[CH3:22]. (3) Given the product [CH2:12]([O:11][C:9](=[O:10])[CH2:8][N:2]1[CH:6]=[CH:5][N:4]=[N:3]1)[CH3:13], predict the reactants needed to synthesize it. The reactants are: [Na].[NH:2]1[CH:6]=[CH:5][N:4]=[N:3]1.Br[CH2:8][C:9]([O:11][CH2:12][CH3:13])=[O:10]. (4) Given the product [CH3:11][S:12]([C:15]1[CH:20]=[CH:19][C:18]([C:2]2[CH:7]=[CH:6][N:5]3[CH:8]=[CH:9][N:10]=[C:4]3[CH:3]=2)=[CH:17][CH:16]=1)(=[O:14])=[O:13], predict the reactants needed to synthesize it. The reactants are: Cl[C:2]1[CH:7]=[CH:6][N:5]2[CH:8]=[CH:9][N:10]=[C:4]2[CH:3]=1.[CH3:11][S:12]([C:15]1[CH:20]=[CH:19][C:18](B(O)O)=[CH:17][CH:16]=1)(=[O:14])=[O:13].C(=O)([O-])[O-].[Cs+].[Cs+].COCCOC.